Dataset: Full USPTO retrosynthesis dataset with 1.9M reactions from patents (1976-2016). Task: Predict the reactants needed to synthesize the given product. (1) Given the product [F:1][C:2]1[CH:7]=[C:6]([F:8])[CH:5]=[CH:4][C:3]=1[CH2:9][C@H:10]([CH2:44][CH3:45])[C:11]([N:13]1[C@H:17]([CH3:18])[C@H:16]([C:19]2[CH:24]=[CH:23][CH:22]=[CH:21][CH:20]=2)[O:15][C:14]1=[O:25])=[O:12], predict the reactants needed to synthesize it. The reactants are: [F:1][C:2]1[CH:7]=[C:6]([F:8])[CH:5]=[CH:4][C:3]=1[CH2:9][CH2:10][C:11]([N:13]1[C@H:17]([CH3:18])[C@H:16]([C:19]2[CH:24]=[CH:23][CH:22]=[CH:21][CH:20]=2)[O:15][C:14]1=[O:25])=[O:12].C[Si]([N-][Si](C)(C)C)(C)C.[Na+].O([CH2:44][CH3:45])S(C(F)(F)F)(=O)=O. (2) Given the product [C:1]([C@H:5]1[O:9][C:8](=[O:10])[C@@:7]([C@@H:17]2[CH2:21][CH2:25][C:24]([F:34])([F:35])[CH2:18]2)([C:11]2[CH:16]=[CH:15][CH:14]=[CH:13][CH:12]=2)[O:6]1)([CH3:4])([CH3:3])[CH3:2], predict the reactants needed to synthesize it. The reactants are: [C:1]([C@H:5]1[O:9][C:8](=[O:10])[C@@:7]([C@@H:17]2[CH2:21]CC(=O)[CH2:18]2)([C:11]2[CH:16]=[CH:15][CH:14]=[CH:13][CH:12]=2)[O:6]1)([CH3:4])([CH3:3])[CH3:2].F[C:24]([F:35])([F:34])[CH2:25]N(OS(=O)(=O)O)CC. (3) The reactants are: [F:1][C:2]1[CH:17]=[C:16]([N+:18]([O-])=O)[CH:15]=[CH:14][C:3]=1[O:4][C:5]1[CH:10]=[CH:9][N:8]=[C:7]2[CH:11]=[CH:12][S:13][C:6]=12.Cl.C([O-])(O)=O.[Na+]. Given the product [F:1][C:2]1[CH:17]=[C:16]([NH2:18])[CH:15]=[CH:14][C:3]=1[O:4][C:5]1[CH:10]=[CH:9][N:8]=[C:7]2[CH:11]=[CH:12][S:13][C:6]=12, predict the reactants needed to synthesize it. (4) Given the product [CH2:54]([O:53][C:51]([N:11]1[CH2:20][CH2:19][C:18]2[C:13](=[CH:14][CH:15]=[CH:16][CH:17]=2)[CH:12]1[C:21]1[C:26]([F:27])=[CH:25][CH:24]=[CH:23][C:22]=1[O:28][CH2:29][C:43]([OH:46])=[O:44])=[O:52])[C:55]1[CH:37]=[CH:39][CH:40]=[CH:57][CH:56]=1, predict the reactants needed to synthesize it. The reactants are: C(OC([N:11]1[CH2:20][CH2:19][C:18]2[C:13](=[CH:14][CH:15]=[CH:16][CH:17]=2)[CH:12]1[C:21]1[C:26]([F:27])=[CH:25][CH:24]=[CH:23][C:22]=1[O:28][CH2:29]C=C)=O)C1C=CC=CC=1.CN1[C:40](=O)[CH2:39][C:37](=O)N(C)C1=O.[C:43]([O-:46])([O-])=[O:44].[Cs+].[Cs+].BrC[C:51]([O:53][CH2:54][CH3:55])=[O:52].[CH3:56][CH2:57]OC(C)=O.